From a dataset of Forward reaction prediction with 1.9M reactions from USPTO patents (1976-2016). Predict the product of the given reaction. Given the reactants [CH3:1][O:2][C:3]1[CH:9]=[CH:8][C:7]([C:10]2[O:14][CH:13]=[N:12][CH:11]=2)=[CH:6][C:4]=1[NH2:5].[S:15]1[CH:19]=[CH:18][C:17]([CH:20]=O)=[CH:16]1, predict the reaction product. The product is: [S:15]1[CH:19]=[CH:18][C:17]([CH2:20][NH:5][C:4]2[CH:6]=[C:7]([C:10]3[O:14][CH:13]=[N:12][CH:11]=3)[CH:8]=[CH:9][C:3]=2[O:2][CH3:1])=[CH:16]1.